Dataset: HIV replication inhibition screening data with 41,000+ compounds from the AIDS Antiviral Screen. Task: Binary Classification. Given a drug SMILES string, predict its activity (active/inactive) in a high-throughput screening assay against a specified biological target. (1) The drug is COc1ccccc1-c1csc(CCC(N)C(=O)O)n1. The result is 0 (inactive). (2) The result is 0 (inactive). The molecule is COc1cc2c3c(c1OC)C(=O)C=C3N(S(=O)(=O)c1ccc(C)cc1)CC2. (3) The compound is NC(=O)C12CC3CC(CC(Br)(C3)C1)C2. The result is 0 (inactive). (4) The drug is CC(=O)OCCOCn1c2c(c(=O)[nH]c1=O)CCC2. The result is 0 (inactive). (5) The compound is COc1cc2c(c(OC)c1OC)C(=O)CC2N.Cl. The result is 0 (inactive). (6) The drug is CCOC(O)(NC(=O)C(C(F)(F)F)C(F)(F)F)C(F)(F)F. The result is 0 (inactive).